From a dataset of Reaction yield outcomes from USPTO patents with 853,638 reactions. Predict the reaction yield, written as a fraction of the theoretical maximum amount of product (1.0 means a 100% yield; for example, 0.34 means a 34% yield). (1) The reactants are Br[C:2]1[C:10]2[N:9]=[C:8]([CH:11]([CH3:13])[CH3:12])[N:7]([CH2:14][C:15]3[CH:20]=[CH:19][CH:18]=[C:17]([C:21]([F:24])([F:23])[F:22])[C:16]=3[CH3:25])[C:6]=2[CH:5]=[C:4]([N:26]2[CH2:31][CH2:30][O:29][CH2:28][CH2:27]2)[CH:3]=1.[B:32]1(B2OC(C)(C)C(C)(C)O2)[O:36]C(C)(C)C(C)(C)[O:33]1.CC(C1C=C(C(C)C)C(C2C=CC=CC=2P(C2CCCCC2)C2CCCCC2)=C(C(C)C)C=1)C.C([O-])(=O)C.[K+].Cl. The catalyst is O1CCOCC1.C1C=CC(/C=C/C(/C=C/C2C=CC=CC=2)=O)=CC=1.C1C=CC(/C=C/C(/C=C/C2C=CC=CC=2)=O)=CC=1.C1C=CC(/C=C/C(/C=C/C2C=CC=CC=2)=O)=CC=1.[Pd].[Pd].O. The product is [CH:11]([C:8]1[N:7]([CH2:14][C:15]2[CH:20]=[CH:19][CH:18]=[C:17]([C:21]([F:23])([F:24])[F:22])[C:16]=2[CH3:25])[C:6]2[CH:5]=[C:4]([N:26]3[CH2:27][CH2:28][O:29][CH2:30][CH2:31]3)[CH:3]=[C:2]([B:32]([OH:36])[OH:33])[C:10]=2[N:9]=1)([CH3:13])[CH3:12]. The yield is 0.190. (2) The reactants are Br[C:2]1[CH:3]=[C:4]([CH:8]=O)[CH:5]=[N:6][CH:7]=1.Br[C:11]1[CH:12]=[C:13](CO)[CH:14]=[N:15][CH:16]=1. The catalyst is C(Cl)(Cl)Cl.O=[Mn]=O. The product is [N:15]1([CH2:4][CH2:3][C:2]#[C:7][C:2]2[CH:7]=[N:6][CH:5]=[C:4]([CH2:8][N:15]3[CH2:16][CH2:11][CH2:12][CH2:13][CH2:14]3)[CH:3]=2)[CH2:16][CH2:11][CH2:12][CH2:13][CH2:14]1. The yield is 0.510. (3) The reactants are [Cl:1][C:2]1[CH:3]=[C:4]([CH:6]=[CH:7][C:8]=1[C:9]#[C:10][C:11]([CH3:14])([CH3:13])[CH3:12])[NH2:5].C(=O)([O-])[O-].[Ca+2].[C:20](Cl)(Cl)=[S:21].Cl. The catalyst is O.ClCCl. The product is [Cl:1][C:2]1[CH:3]=[C:4]([N:5]=[C:20]=[S:21])[CH:6]=[CH:7][C:8]=1[C:9]#[C:10][C:11]([CH3:14])([CH3:13])[CH3:12]. The yield is 0.850. (4) The reactants are Cl.[NH2:2][CH2:3][C:4]([C:6]1[CH:11]=[CH:10][C:9]([Br:12])=[CH:8][CH:7]=1)=[O:5].[C:13]([O:17][C:18]([N:20]1[CH2:24][CH:23]([C:25]#[N:26])[CH2:22][CH:21]1[C:27](O)=[O:28])=[O:19])([CH3:16])([CH3:15])[CH3:14].C(N(C(C)C)CC)(C)C.CN(C(ON1N=NC2C=CC=NC1=2)=[N+](C)C)C.F[P-](F)(F)(F)(F)F. The catalyst is CN(C=O)C.C(OCC)(=O)C. The product is [C:13]([O:17][C:18]([N:20]1[CH2:24][CH:23]([C:25]#[N:26])[CH2:22][CH:21]1[C:27](=[O:28])[NH:2][CH2:3][C:4]([C:6]1[CH:11]=[CH:10][C:9]([Br:12])=[CH:8][CH:7]=1)=[O:5])=[O:19])([CH3:16])([CH3:15])[CH3:14]. The yield is 0.910. (5) The reactants are Cl[C:2]1[N:7]=[C:6]([C:8]2[N:12]3[CH:13]=[CH:14][CH:15]=[CH:16][C:11]3=[N:10][C:9]=2[C:17]2[CH:18]=[CH:19][C:20]([O:34][CH3:35])=[C:21]([CH:33]=2)[C:22]([NH:24][C:25]2[C:30]([F:31])=[CH:29][CH:28]=[CH:27][C:26]=2[F:32])=[O:23])[CH:5]=[CH:4][N:3]=1.[CH2:36]([O:38][C:39]1[CH:45]=[C:44]([N:46]2[CH2:51][CH2:50][CH:49]([CH2:52][CH2:53][S:54]([CH3:57])(=[O:56])=[O:55])[CH2:48][CH2:47]2)[C:43]([CH3:58])=[CH:42][C:40]=1[NH2:41])[CH3:37].Cl. The catalyst is FC(F)(F)CO. The product is [F:32][C:26]1[CH:27]=[CH:28][CH:29]=[C:30]([F:31])[C:25]=1[NH:24][C:22](=[O:23])[C:21]1[CH:33]=[C:17]([C:9]2[N:10]=[C:11]3[CH:16]=[CH:15][CH:14]=[CH:13][N:12]3[C:8]=2[C:6]2[CH:5]=[CH:4][N:3]=[C:2]([NH:41][C:40]3[CH:42]=[C:43]([CH3:58])[C:44]([N:46]4[CH2:51][CH2:50][CH:49]([CH2:52][CH2:53][S:54]([CH3:57])(=[O:56])=[O:55])[CH2:48][CH2:47]4)=[CH:45][C:39]=3[O:38][CH2:36][CH3:37])[N:7]=2)[CH:18]=[CH:19][C:20]=1[O:34][CH3:35]. The yield is 0.570. (6) The reactants are C([N:8]1[CH2:14][C@H:13]([OH:15])[CH2:12][C@H:9]1[CH2:10][OH:11])(OC(C)(C)C)=O.[ClH:16].O1CCOCC1. No catalyst specified. The product is [ClH:16].[OH:11][CH2:10][C@H:9]1[NH:8][CH2:14][C@H:13]([OH:15])[CH2:12]1. The yield is 0.970. (7) The reactants are FC(F)(F)C(O)=O.[CH:8]([C:11]1[CH:16]=[CH:15][C:14]([NH:17][C:18](=[O:25])[CH2:19][CH:20]2[CH2:24][CH2:23][NH:22][CH2:21]2)=[CH:13][CH:12]=1)([CH3:10])[CH3:9].[NH2:26][C:27]1[C:32]([CH:33]=O)=[C:31](Cl)[N:30]=[CH:29][N:28]=1.CCN(C(C)C)C(C)C.Cl.[CH3:46][O:47][NH2:48]. The catalyst is CS(C)=O. The product is [NH2:26][C:27]1[N:28]=[CH:29][N:30]=[C:31]([N:22]2[CH2:23][CH2:24][CH:20]([CH2:19][C:18]([NH:17][C:14]3[CH:13]=[CH:12][C:11]([CH:8]([CH3:10])[CH3:9])=[CH:16][CH:15]=3)=[O:25])[CH2:21]2)[C:32]=1[CH:33]=[N:48][O:47][CH3:46]. The yield is 0.310. (8) The reactants are Br[C:2]1[CH:3]=[N:4][C:5]2[N:6]([N:8]=[C:9]([C:13]3[CH:18]=[CH:17][C:16]([O:19][C:20]4[CH:25]=[CH:24][CH:23]=[CH:22][CH:21]=4)=[CH:15][CH:14]=3)[C:10]=2[C:11]#[N:12])[CH:7]=1.[OH:26][C:27]1[CH:28]=[C:29](B(O)O)[CH:30]=[CH:31][CH:32]=1.C([O-])([O-])=O.[Na+].[Na+].N#N. The catalyst is O1CCOCC1.O.C1C=CC([P]([Pd]([P](C2C=CC=CC=2)(C2C=CC=CC=2)C2C=CC=CC=2)([P](C2C=CC=CC=2)(C2C=CC=CC=2)C2C=CC=CC=2)[P](C2C=CC=CC=2)(C2C=CC=CC=2)C2C=CC=CC=2)(C2C=CC=CC=2)C2C=CC=CC=2)=CC=1. The product is [OH:26][C:27]1[CH:32]=[C:31]([C:2]2[CH:3]=[N:4][C:5]3[N:6]([N:8]=[C:9]([C:13]4[CH:18]=[CH:17][C:16]([O:19][C:20]5[CH:25]=[CH:24][CH:23]=[CH:22][CH:21]=5)=[CH:15][CH:14]=4)[C:10]=3[C:11]#[N:12])[CH:7]=2)[CH:30]=[CH:29][CH:28]=1. The yield is 0.620. (9) The reactants are [Cl:1][C:2]1[CH:23]=[C:22](OS(C(F)(F)F)(=O)=O)[C:5]2[O:6][C@@H:7]([CH2:10][O:11][S:12]([C:15]3[CH:20]=[CH:19][C:18]([CH3:21])=[CH:17][CH:16]=3)(=[O:14])=[O:13])[CH2:8][O:9][C:4]=2[CH:3]=1.[Cl:32][C:33]1[CH:34]=[CH:35][C:36]([O:42][CH3:43])=[C:37](B(O)O)[CH:38]=1. No catalyst specified. The product is [Cl:32][C:33]1[CH:38]=[CH:37][C:36]([O:42][CH3:43])=[C:35]([C:22]2[C:5]3[O:6][C@@H:7]([CH2:10][O:11][S:12]([C:15]4[CH:20]=[CH:19][C:18]([CH3:21])=[CH:17][CH:16]=4)(=[O:14])=[O:13])[CH2:8][O:9][C:4]=3[CH:3]=[C:2]([Cl:1])[CH:23]=2)[CH:34]=1. The yield is 0.810.